This data is from Full USPTO retrosynthesis dataset with 1.9M reactions from patents (1976-2016). The task is: Predict the reactants needed to synthesize the given product. (1) Given the product [Cl:54][CH2:55][O:8][C:1]([C:2]1[CH:3]=[N:4][CH:5]=[CH:6][CH:7]=1)=[O:9], predict the reactants needed to synthesize it. The reactants are: [C:1]([OH:9])(=[O:8])[C:2]1[CH:7]=[CH:6][CH:5]=[N:4][CH:3]=1.C(=O)(O)[O-].[Na+].S([O-])([O-])(=O)=O.C([N+](CCCC)(CCCC)CCCC)CCC.C([N+](CCCC)(CCCC)CCCC)CCC.[Cl:54][CH2:55]S(Cl)(=O)=O. (2) Given the product [C:17]([C:21]1[CH:26]=[CH:25][C:24]([C:27]2[O:31][C:30]([CH:32]=[C:6]3[S:5][C:4](=[S:7])[N:3]([CH:8]4[CH2:13][CH2:12][CH2:11][CH:10]([C:14]([OH:16])=[O:15])[CH2:9]4)[C:2]3=[O:1])=[CH:29][CH:28]=2)=[CH:23][CH:22]=1)([CH3:20])([CH3:19])[CH3:18], predict the reactants needed to synthesize it. The reactants are: [O:1]=[C:2]1[CH2:6][S:5][C:4](=[S:7])[N:3]1[CH:8]1[CH2:13][CH2:12][CH2:11][CH:10]([C:14]([OH:16])=[O:15])[CH2:9]1.[C:17]([C:21]1[CH:26]=[CH:25][C:24]([C:27]2[O:31][C:30]([CH:32]=O)=[CH:29][CH:28]=2)=[CH:23][CH:22]=1)([CH3:20])([CH3:19])[CH3:18].C(O)C. (3) Given the product [C:14]1([NH:13][CH2:12][C:11]2[CH:10]=[CH:9][C:8]([CH:4]=[O:3])=[CH:21][CH:20]=2)[CH:15]=[CH:16][CH:17]=[CH:18][CH:19]=1, predict the reactants needed to synthesize it. The reactants are: CO.[O:3]1CCO[CH:4]1[C:8]1[CH:21]=[CH:20][C:11]([CH2:12][NH:13][C:14]2[CH:19]=[CH:18][CH:17]=[CH:16][CH:15]=2)=[CH:10][CH:9]=1.Cl.C(=O)([O-])O.[Na+]. (4) Given the product [CH3:34][S:31]([O:15][CH2:14][C:9]1([C:4]2[CH:5]=[CH:6][C:7]([Cl:8])=[C:2]([Cl:1])[CH:3]=2)[CH2:13][CH2:12][CH2:11][CH2:10]1)(=[O:32])=[O:30], predict the reactants needed to synthesize it. The reactants are: [Cl:1][C:2]1[CH:3]=[C:4]([C:9]2([CH2:14][OH:15])[CH2:13][CH2:12][CH2:11][CH2:10]2)[CH:5]=[CH:6][C:7]=1[Cl:8].FC(F)(F)C1C=CC(C2(C[O:30][S:31]([CH3:34])(=O)=[O:32])CCCC2)=CC=1. (5) Given the product [CH2:15]([O:14][C:12](=[O:13])[NH:11][CH:8]1[CH2:7][C:6](=[O:5])[O:18][CH:9]1[O:10][CH2:6][CH2:7][CH2:8][CH3:9])[CH:16]=[CH2:17], predict the reactants needed to synthesize it. The reactants are: C([O:5][C:6](=[O:18])[CH2:7][CH:8]([NH:11][C:12]([O:14][CH2:15][CH:16]=[CH2:17])=[O:13])[CH2:9][OH:10])(C)(C)C. (6) Given the product [CH:15]1([NH:18][C:2]2[N:10]=[C:9]([C:11]([F:14])([F:13])[F:12])[N:8]=[C:7]3[C:3]=2[NH:4][CH:5]=[N:6]3)[CH2:17][CH2:16]1, predict the reactants needed to synthesize it. The reactants are: Cl[C:2]1[N:10]=[C:9]([C:11]([F:14])([F:13])[F:12])[N:8]=[C:7]2[C:3]=1[NH:4][CH:5]=[N:6]2.[CH:15]1([NH2:18])[CH2:17][CH2:16]1. (7) The reactants are: C(C1C(C2CN(C)CCC=2)=NNC=1)#CCCCC.[CH2:19]([C:24]1[CH:29]=[CH:28][CH:27]=[CH:26][CH:25]=1)[CH2:20][CH2:21][C:22]#[CH:23].[C:30]1([S:36]([N:39]2[CH:43]=[C:42](I)[C:41]([C:45]3[CH:46]=[N:47][CH:48]=[CH:49][CH:50]=3)=[N:40]2)(=[O:38])=[O:37])[CH:35]=[CH:34][CH:33]=[CH:32][CH:31]=1.C(OCC)C. Given the product [C:30]1([S:36]([N:39]2[CH:43]=[C:42]([C:23]#[C:22][CH2:21][CH2:20][CH2:19][C:24]3[CH:25]=[CH:26][CH:27]=[CH:28][CH:29]=3)[C:41]([C:45]3[CH:46]=[N:47][CH:48]=[CH:49][CH:50]=3)=[N:40]2)(=[O:37])=[O:38])[CH:35]=[CH:34][CH:33]=[CH:32][CH:31]=1, predict the reactants needed to synthesize it.